From a dataset of Forward reaction prediction with 1.9M reactions from USPTO patents (1976-2016). Predict the product of the given reaction. Given the reactants O[Li].O.[Br:4][C:5]1[CH:6]=[CH:7][C:8]2[N:9]([CH2:19][CH:20]3[O:24]C(=O)[N:22]([C:26]4[CH:31]=[CH:30][CH:29]=[CH:28][N:27]=4)[CH2:21]3)[C:10]3[C:15]([C:16]=2[CH:17]=1)=[CH:14][C:13]([Br:18])=[CH:12][CH:11]=3.C1COCC1, predict the reaction product. The product is: [Br:18][C:13]1[CH:12]=[CH:11][C:10]2[N:9]([CH2:19][CH:20]([OH:24])[CH2:21][NH:22][C:26]3[CH:31]=[CH:30][CH:29]=[CH:28][N:27]=3)[C:8]3[C:16]([C:15]=2[CH:14]=1)=[CH:17][C:5]([Br:4])=[CH:6][CH:7]=3.